Regression/Classification. Given a drug SMILES string, predict its absorption, distribution, metabolism, or excretion properties. Task type varies by dataset: regression for continuous measurements (e.g., permeability, clearance, half-life) or binary classification for categorical outcomes (e.g., BBB penetration, CYP inhibition). Dataset: bioavailability_ma. From a dataset of Oral bioavailability binary classification data from Ma et al.. (1) The molecule is COc1nc(C)nc(Cl)c1NC1=NCCN1. The result is 1 (high bioavailability). (2) The compound is COc1cc(N)c(Cl)cc1C(=O)N[C@@H]1CCN(CCCOc2ccc(F)cc2)C[C@@H]1OC. The result is 1 (high bioavailability). (3) The molecule is Cc1onc(-c2ccccc2Cl)c1C(=O)N[C@@H]1C(=O)N2[C@@H](C(=O)O)C(C)(C)S[C@H]12. The result is 1 (high bioavailability).